This data is from Forward reaction prediction with 1.9M reactions from USPTO patents (1976-2016). The task is: Predict the product of the given reaction. (1) Given the reactants [NH2:1][C:2]1[C:11]([N+:12]([O-:14])=[O:13])=[CH:10][CH:9]=[CH:8][C:3]=1[C:4]([O:6]C)=O.O1CCCC1.C([N:22](CC)CC)C.[F:27][C:28]([F:45])([F:44])[C:29]([F:43])([F:42])[C:30](O[C:30](=[O:31])[C:29]([F:43])([F:42])[C:28]([F:45])([F:44])[F:27])=[O:31], predict the reaction product. The product is: [N+:12]([C:11]1[C:2]([NH:1][C:30](=[O:31])[C:29]([F:43])([F:42])[C:28]([F:45])([F:44])[F:27])=[C:3]([CH:8]=[CH:9][CH:10]=1)[C:4]([NH2:22])=[O:6])([O-:14])=[O:13]. (2) Given the reactants C(OC([N:8]1[C:16]2[C:11](=[CH:12][CH:13]=[C:14]([Cl:17])[CH:15]=2)/[C:10](=[CH:18]/[C:19]2[CH:24]=[C:23]([Cl:25])[CH:22]=[CH:21][C:20]=2[O:26][C:27]([CH2:34][CH3:35])([C:30]([O:32][CH3:33])=[O:31])[CH2:28][CH3:29])/[C:9]1=[O:36])=O)(C)(C)C.[Cl:37][C:38]1[CH:39]=[CH:40][C:41]([CH3:53])=[C:42]([CH:44]=[N:45][C:46]([O:48][Si](C)(C)C)=[CH2:47])[CH:43]=1, predict the reaction product. The product is: [Cl:17][C:14]1[CH:15]=[C:16]2[NH:8][C:9](=[O:36])[C:10]3([CH:18]([C:19]4[CH:24]=[C:23]([Cl:25])[CH:22]=[CH:21][C:20]=4[O:26][C:27]([CH2:28][CH3:29])([C:30]([O:32][CH3:33])=[O:31])[CH2:34][CH3:35])[CH2:47][C:46](=[O:48])[NH:45][CH:44]3[C:42]3[CH:43]=[C:38]([Cl:37])[CH:39]=[CH:40][C:41]=3[CH3:53])[C:11]2=[CH:12][CH:13]=1. (3) Given the reactants [NH2:1][C@@H:2]([CH:5]([CH3:7])[CH3:6])[CH2:3][OH:4].[CH:8](=O)[C:9]1[CH:14]=[CH:13][CH:12]=[CH:11][CH:10]=1.O.CC1C=CC(S(O)(=O)=O)=CC=1.[B-]C#N.[Na+].[BH4-].[Na+], predict the reaction product. The product is: [CH2:8]([NH:1][C@@H:2]([CH:5]([CH3:7])[CH3:6])[CH2:3][OH:4])[C:9]1[CH:14]=[CH:13][CH:12]=[CH:11][CH:10]=1. (4) Given the reactants C[N+]1([O-])CCOCC1.[CH2:9]=[C:10]([C@@H:13]1[C@:21]2([CH3:22])[C@H:16]([C@@H:17]([OH:23])[CH2:18][CH2:19][CH2:20]2)[CH2:15][CH2:14]1)[CH2:11][CH3:12], predict the reaction product. The product is: [CH2:9]=[C:10]([C@@H:13]1[C@:21]2([CH3:22])[C@H:16]([C:17](=[O:23])[CH2:18][CH2:19][CH2:20]2)[CH2:15][CH2:14]1)[CH2:11][CH3:12]. (5) Given the reactants C[N:2](C)/[CH:3]=[CH:4]/[C:5]([C:7]1[C:12](=[O:13])[CH:11]=[CH:10][N:9]([C:14]2[CH:19]=[CH:18][CH:17]=[C:16]([C:20]([F:23])([F:22])[F:21])[CH:15]=2)[N:8]=1)=O.[F:25][C:26]1[CH:31]=[CH:30][C:29]([F:32])=[CH:28][C:27]=1[NH:33]N, predict the reaction product. The product is: [F:25][C:26]1[CH:31]=[CH:30][C:29]([F:32])=[CH:28][C:27]=1[N:33]1[C:5]([C:7]2[C:12](=[O:13])[CH:11]=[CH:10][N:9]([C:14]3[CH:19]=[CH:18][CH:17]=[C:16]([C:20]([F:23])([F:22])[F:21])[CH:15]=3)[N:8]=2)=[CH:4][CH:3]=[N:2]1. (6) Given the reactants [Cl-].[CH2:2]([N+:6]1[CH:10]=[CH:9][N:8]([CH3:11])[CH:7]=1)[CH2:3][CH2:4][CH3:5].[F:12][C:13]([F:18])([F:17])[C:14]([OH:16])=[O:15].O1CCOCC1, predict the reaction product. The product is: [F:12][C:13]([F:18])([F:17])[C:14]([O-:16])=[O:15].[CH2:2]([N+:6]1[CH:10]=[CH:9][N:8]([CH3:11])[CH:7]=1)[CH2:3][CH2:4][CH3:5]. (7) Given the reactants [ClH:1].[N:2]1[CH:7]=[CH:6][CH:5]=[CH:4][C:3]=1[CH2:8][O:9][C:10]1[CH:15]=[CH:14][C:13]([C:16]2([C:23]3[CH:28]=[CH:27][C:26]([C:29]4[N-:33][N:32]=[N:31][N:30]=4)=[CH:25][CH:24]=3)[CH2:21][CH:20]3[CH2:22][CH:17]2[CH2:18][CH2:19]3)=[CH:12][CH:11]=1.[NH4+], predict the reaction product. The product is: [ClH:1].[NH:33]1[C:29]([C:26]2[CH:27]=[CH:28][C:23]([C:16]3([C:13]4[CH:12]=[CH:11][C:10]([O:9][CH2:8][C:3]5[CH:4]=[CH:5][CH:6]=[CH:7][N:2]=5)=[CH:15][CH:14]=4)[CH2:21][CH:20]4[CH2:22][CH:17]3[CH2:18][CH2:19]4)=[CH:24][CH:25]=2)=[N:30][N:31]=[N:32]1. (8) Given the reactants Br[C:2]1[C:15]2[C:16]3=[C:17]4[C:12](=[CH:13][CH:14]=2)[CH:11]=[C:10]([C:18]([CH3:21])([CH3:20])[CH3:19])[CH:9]=[C:8]4[CH:7]=[CH:6][C:5]3=[CH:4][CH:3]=1.[Cl:22][C:23]1[CH:28]=[CH:27][C:26](B(O)O)=[CH:25][CH:24]=1.C(=O)([O-])[O-].[Na+].[Na+].COCCOC, predict the reaction product. The product is: [C:18]([C:10]1[CH:9]=[C:8]2[C:17]3=[C:16]4[C:5](=[CH:4][CH:3]=[C:2]([C:26]5[CH:27]=[CH:28][C:23]([Cl:22])=[CH:24][CH:25]=5)[C:15]4=[CH:14][CH:13]=[C:12]3[CH:11]=1)[CH:6]=[CH:7]2)([CH3:21])([CH3:19])[CH3:20].